Task: Predict the reactants needed to synthesize the given product.. Dataset: Full USPTO retrosynthesis dataset with 1.9M reactions from patents (1976-2016) (1) Given the product [Cl:1][C:2]1[CH:28]=[CH:27][CH:26]=[C:25]([Cl:29])[C:3]=1[C:4]([NH:6][C@H:7]([C:21]([O:23][CH3:24])=[O:22])[CH2:8][C:9]1[CH:10]=[CH:11][C:12]([C:15]2[CH2:20][CH2:19][N:18]([C:30]3[CH:35]=[CH:34][CH:33]=[CH:32][CH:31]=3)[CH2:17][CH:16]=2)=[CH:13][CH:14]=1)=[O:5], predict the reactants needed to synthesize it. The reactants are: [Cl:1][C:2]1[CH:28]=[CH:27][CH:26]=[C:25]([Cl:29])[C:3]=1[C:4]([NH:6][C@H:7]([C:21]([O:23][CH3:24])=[O:22])[CH2:8][C:9]1[CH:14]=[CH:13][C:12]([C:15]2[CH2:16][CH2:17][NH:18][CH2:19][CH:20]=2)=[CH:11][CH:10]=1)=[O:5].[C:30]1(B(O)O)[CH:35]=[CH:34][CH:33]=[CH:32][CH:31]=1.N1C(C)=CC=CC=1C. (2) Given the product [Cl:1][C:2]1[N:7]=[C:6]([CH2:8][OH:9])[CH:5]=[C:4]([C:20]2[CH:21]=[CH:22][C:23]([CH3:24])=[C:18]([Cl:17])[CH:19]=2)[C:3]=1[O:11][CH2:12][C:13]([F:16])([F:15])[F:14], predict the reactants needed to synthesize it. The reactants are: [Cl:1][C:2]1[N:7]=[C:6]([CH2:8][OH:9])[CH:5]=[C:4](I)[C:3]=1[O:11][CH2:12][C:13]([F:16])([F:15])[F:14].[Cl:17][C:18]1[CH:19]=[C:20](B(O)O)[CH:21]=[CH:22][C:23]=1[CH3:24]. (3) Given the product [S:1]1[C:5]2[CH:6]=[CH:7][CH:8]=[CH:9][C:4]=2[N:3]=[C:2]1[C:10]1[CH:15]=[C:14]([Si:24]([CH3:26])([CH3:25])[CH3:23])[CH:13]=[CH:12][C:11]=1[OH:17], predict the reactants needed to synthesize it. The reactants are: [S:1]1[C:5]2[CH:6]=[CH:7][CH:8]=[CH:9][C:4]=2[N:3]=[C:2]1[C:10]1[CH:15]=[C:14](Br)[CH:13]=[CH:12][C:11]=1[OH:17].[Li]CCCC.[CH3:23][Si:24](Cl)([CH3:26])[CH3:25]. (4) Given the product [F:1][C:2]1[C:3]([C:17]#[N:18])=[N:4][CH:5]=[C:6]([C:20]2[CH:25]=[CH:24][N:23]=[C:22]3[NH:26][C:27]([C:29]4[CH:30]=[N:31][N:32]([CH3:34])[CH:33]=4)=[N:28][C:21]=23)[CH:7]=1, predict the reactants needed to synthesize it. The reactants are: [F:1][C:2]1[C:3]([C:17]#[N:18])=[N:4][CH:5]=[C:6](B2OC(C)(C)C(C)(C)O2)[CH:7]=1.Br[C:20]1[CH:25]=[CH:24][N:23]=[C:22]2[NH:26][C:27]([C:29]3[CH:30]=[N:31][N:32]([CH3:34])[CH:33]=3)=[N:28][C:21]=12.ClCCl.C(=O)([O-])[O-].[K+].[K+].O1CCOCC1.O. (5) Given the product [I:17][C:4]1[C:3]([C:6]([O:24][CH3:25])=[O:8])=[CH:2][S:1][CH:5]=1, predict the reactants needed to synthesize it. The reactants are: [S:1]1[CH:5]=[CH:4][C:3]([C:6]([OH:8])=O)=[CH:2]1.C([N-]C(C)C)(C)C.[Li+].[I:17]I.COS([O:24][CH3:25])(=O)=O.C([O-])([O-])=O.[K+].[K+].